This data is from Full USPTO retrosynthesis dataset with 1.9M reactions from patents (1976-2016). The task is: Predict the reactants needed to synthesize the given product. (1) Given the product [Cl:23][C:24]1[C:33]([Cl:34])=[CH:32][CH:31]=[CH:30][C:25]=1[C:26]([C:21]1[S:20][C:10]2[N:11]([CH2:12][CH2:13][N:14]3[CH2:15][CH2:16][O:17][CH2:18][CH2:19]3)[C:7]([CH3:6])=[CH:8][C:9]=2[CH:22]=1)=[O:27], predict the reactants needed to synthesize it. The reactants are: C([Li])(C)(C)C.[CH3:6][C:7]1[N:11]([CH2:12][CH2:13][N:14]2[CH2:19][CH2:18][O:17][CH2:16][CH2:15]2)[C:10]2[S:20][CH:21]=[CH:22][C:9]=2[CH:8]=1.[Cl:23][C:24]1[C:33]([Cl:34])=[CH:32][CH:31]=[CH:30][C:25]=1[C:26](OC)=[O:27]. (2) The reactants are: Cl[C:2]1[N:7]=[CH:6][C:5]([CH2:8][C:9]([O:11][CH2:12][CH3:13])=[O:10])=[CH:4][CH:3]=1.[CH3:14][S-:15].[Na+]. Given the product [CH3:14][S:15][C:2]1[N:7]=[CH:6][C:5]([CH2:8][C:9]([O:11][CH2:12][CH3:13])=[O:10])=[CH:4][CH:3]=1, predict the reactants needed to synthesize it. (3) Given the product [O:3]1[CH2:4][CH2:5][O:1][CH:2]1[C:6]1[CH:7]=[CH:8][C:9]2[O:13][C:12](=[O:14])[N:11]([CH2:27][C:26]3[CH:29]=[CH:30][CH:31]=[C:24]([O:23][CH3:22])[CH:25]=3)[C:10]=2[CH:15]=1, predict the reactants needed to synthesize it. The reactants are: [O:1]1[CH2:5][CH2:4][O:3][CH:2]1[C:6]1[CH:7]=[CH:8][C:9]2[O:13][C:12](=[O:14])[NH:11][C:10]=2[CH:15]=1.C([O-])([O-])=O.[K+].[K+].[CH3:22][O:23][C:24]1[CH:25]=[C:26]([CH:29]=[CH:30][CH:31]=1)[CH2:27]Br. (4) The reactants are: C(OC(=O)[NH:7][C@H:8]([C:15](=[O:35])[N:16]([C:26]1[CH:34]=[CH:33][C:29]2[CH2:30][CH2:31][O:32][C:28]=2[CH:27]=1)[CH2:17][CH2:18][C:19]1[CH:24]=[CH:23][C:22]([F:25])=[CH:21][CH:20]=1)[C:9]1[CH:14]=[CH:13][CH:12]=[CH:11][CH:10]=1)(C)(C)C.[ClH:37]. Given the product [ClH:37].[NH2:7][C@@H:8]([C:9]1[CH:14]=[CH:13][CH:12]=[CH:11][CH:10]=1)[C:15]([N:16]([C:26]1[CH:34]=[CH:33][C:29]2[CH2:30][CH2:31][O:32][C:28]=2[CH:27]=1)[CH2:17][CH2:18][C:19]1[CH:20]=[CH:21][C:22]([F:25])=[CH:23][CH:24]=1)=[O:35], predict the reactants needed to synthesize it.